From a dataset of Forward reaction prediction with 1.9M reactions from USPTO patents (1976-2016). Predict the product of the given reaction. Given the reactants [CH2:1]([O:3][C:4](=[O:22])[CH:5](Cl)[C:6](=[O:20])[CH2:7][CH2:8][NH:9][C:10]([O:12][CH2:13][C:14]1[CH:19]=[CH:18][CH:17]=[CH:16][CH:15]=1)=[O:11])[CH3:2].[O:23]([CH2:30][C:31]([OH:33])=[O:32])[C:24]1[CH:29]=[CH:28][CH:27]=[CH:26][CH:25]=1, predict the reaction product. The product is: [CH2:1]([O:3][C:4](=[O:22])[CH:5]([O:33][C:31](=[O:32])[CH2:30][O:23][C:24]1[CH:25]=[CH:26][CH:27]=[CH:28][CH:29]=1)[C:6](=[O:20])[CH2:7][CH2:8][NH:9][C:10]([O:12][CH2:13][C:14]1[CH:19]=[CH:18][CH:17]=[CH:16][CH:15]=1)=[O:11])[CH3:2].